This data is from Forward reaction prediction with 1.9M reactions from USPTO patents (1976-2016). The task is: Predict the product of the given reaction. (1) Given the reactants [CH2:1]([O:3][P:4](/[CH:9]=[CH:10]/[C:11]1[C:12]([O:22][CH2:23][C:24]2[CH:47]=[CH:46][C:27]([O:28][CH2:29][C:30]3[N:31]=[C:32]([C:36]4[CH:37]=[C:38]([CH:43]=[CH:44][CH:45]=4)[C:39]([O:41]C)=[O:40])[O:33][C:34]=3[CH3:35])=[C:26]([O:48][CH3:49])[CH:25]=2)=[N:13][N:14]([C:16]2[CH:21]=[CH:20][CH:19]=[CH:18][CH:17]=2)[CH:15]=1)([O:6][CH2:7][CH3:8])=[O:5])[CH3:2].O1CCCC1.[OH-].[Na+].Cl, predict the reaction product. The product is: [CH2:7]([O:6][P:4](/[CH:9]=[CH:10]/[C:11]1[C:12]([O:22][CH2:23][C:24]2[CH:47]=[CH:46][C:27]([O:28][CH2:29][C:30]3[N:31]=[C:32]([C:36]4[CH:37]=[C:38]([CH:43]=[CH:44][CH:45]=4)[C:39]([OH:41])=[O:40])[O:33][C:34]=3[CH3:35])=[C:26]([O:48][CH3:49])[CH:25]=2)=[N:13][N:14]([C:16]2[CH:17]=[CH:18][CH:19]=[CH:20][CH:21]=2)[CH:15]=1)([O:3][CH2:1][CH3:2])=[O:5])[CH3:8]. (2) Given the reactants Cl[C:2]1[CH2:6][C:5]([CH3:8])([CH3:7])[CH2:4][C:3]=1/[CH:9]=[CH:10]/[C:11]([O:13][CH2:14][CH3:15])=[O:12].[N-:16]=[N+]=[N-].[Na+].O.C(Cl)Cl, predict the reaction product. The product is: [CH3:7][C:5]1([CH3:8])[CH2:6][C:2]2[NH:16][C:10]([C:11]([O:13][CH2:14][CH3:15])=[O:12])=[CH:9][C:3]=2[CH2:4]1. (3) Given the reactants [CH3:1][O:2][C:3]1[CH:4]=[C:5]([CH:9]=[C:10]([O:14][CH3:15])[C:11]=1[O:12][CH3:13])[C:6](Cl)=[O:7].[CH3:16][O:17][C:18]1[C:23]([O:24][CH3:25])=[C:22]([O:26]C)[CH:21]=[CH:20][C:19]=1C(C1C=C(OC)C(OC)=C(OC)C=1)=CC#N.COC1C=CC=C(OC)C=1OC.[Cl-].[Al+3].[Cl-].[Cl-].COC1C=CC(OC)=CC=1C(C1C=C(OC)C=C(OC)C=1)=O, predict the reaction product. The product is: [OH:26][C:22]1[C:23]([O:24][CH3:25])=[C:18]([O:17][CH3:16])[CH:19]=[CH:20][C:21]=1[C:6]([C:5]1[CH:4]=[C:3]([O:2][CH3:1])[C:11]([O:12][CH3:13])=[C:10]([O:14][CH3:15])[CH:9]=1)=[O:7]. (4) The product is: [N:23]1[CH:22]=[CH:21][C:20]([C:17]2[S:16][C:15]([N:3]3[CH2:4][C@:5]4([CH:10]5[CH2:11][CH2:12][N:7]([CH2:8][CH2:9]5)[CH2:6]4)[O:1][C:2]3=[O:13])=[N:19][N:18]=2)=[CH:25][CH:24]=1. Given the reactants [O:1]1[C@@:5]2([CH:10]3[CH2:11][CH2:12][N:7]([CH2:8][CH2:9]3)[CH2:6]2)[CH2:4][NH:3][C:2]1=[O:13].Br[C:15]1[S:16][C:17]([C:20]2[CH:25]=[CH:24][N:23]=[CH:22][CH:21]=2)=[N:18][N:19]=1, predict the reaction product. (5) Given the reactants ClC(Cl)(Cl)CO[C:5](=[O:27])[NH:6][C:7]1[N:8]([C:16]2[CH:21]=[CH:20][CH:19]=[C:18]([O:22][C@H:23]([CH3:26])[CH2:24][OH:25])[CH:17]=2)[N:9]=[C:10]([C:12]([CH3:15])([CH3:14])[CH3:13])[CH:11]=1.[CH3:30][C@H:31]1[CH2:36][CH2:35][CH2:34][CH2:33][N:32]1[C:37]1[N:41]2[CH:42]=[C:43]([O:46][C@H:47]3[C:56]4[C:51](=[CH:52][CH:53]=[CH:54][CH:55]=4)[C@@H:50]([NH2:57])[CH2:49][CH2:48]3)[CH:44]=[CH:45][C:40]2=[N:39][N:38]=1.CCN(C(C)C)C(C)C, predict the reaction product. The product is: [C:12]([C:10]1[CH:11]=[C:7]([NH:6][C:5]([NH:57][C@@H:50]2[C:51]3[C:56](=[CH:55][CH:54]=[CH:53][CH:52]=3)[C@H:47]([O:46][C:43]3[CH:44]=[CH:45][C:40]4[N:41]([C:37]([N:32]5[CH2:33][CH2:34][CH2:35][CH2:36][C@@H:31]5[CH3:30])=[N:38][N:39]=4)[CH:42]=3)[CH2:48][CH2:49]2)=[O:27])[N:8]([C:16]2[CH:21]=[CH:20][CH:19]=[C:18]([O:22][C@H:23]([CH3:26])[CH2:24][OH:25])[CH:17]=2)[N:9]=1)([CH3:15])([CH3:13])[CH3:14]. (6) The product is: [CH3:9][C@@H:8]1[CH2:7][CH2:6][CH2:5][N:4]([C:10]([C:12]2[C:17]([N:18]3[CH:22]=[CH:21][CH:20]=[N:19]3)=[CH:16][CH:15]=[C:14]([CH3:23])[N:13]=2)=[O:11])[C@@H:3]1[CH2:2][NH:1][C:25]1[N:30]=[CH:29][C:28]([C:31]([F:34])([F:33])[F:32])=[CH:27][N:26]=1. Given the reactants [NH2:1][CH2:2][C@@H:3]1[C@H:8]([CH3:9])[CH2:7][CH2:6][CH2:5][N:4]1[C:10]([C:12]1[C:17]([N:18]2[CH:22]=[CH:21][CH:20]=[N:19]2)=[CH:16][CH:15]=[C:14]([CH3:23])[N:13]=1)=[O:11].Cl[C:25]1[N:30]=[CH:29][C:28]([C:31]([F:34])([F:33])[F:32])=[CH:27][N:26]=1, predict the reaction product.